This data is from Forward reaction prediction with 1.9M reactions from USPTO patents (1976-2016). The task is: Predict the product of the given reaction. (1) The product is: [Br:14][C:15]1[CH:16]=[CH:17][C:18]([N:3]2[CH2:4][CH2:5][CH2:6][CH2:7][CH:2]2[CH3:1])=[C:19]([CH:22]=1)[CH:20]=[O:21]. Given the reactants [CH3:1][CH:2]1[CH2:7][CH2:6][CH2:5][CH2:4][NH:3]1.C(=O)([O-])[O-].[Na+].[Na+].[Br:14][C:15]1[CH:16]=[CH:17][C:18](F)=[C:19]([CH:22]=1)[CH:20]=[O:21], predict the reaction product. (2) Given the reactants Br[C:2]1[CH:3]=[N:4][C:5]2[C:6]3[N:14]([CH2:15][CH:16]([CH3:18])[CH3:17])[C:13]([CH2:19][O:20][CH2:21][CH3:22])=[N:12][C:7]=3[CH:8]=[N:9][C:10]=2[CH:11]=1.BrC1C=CC2C3N(CCCOC(C)C)C(COCC)=NC=3C=[N:31]C=2C=1.[O:48]1[CH2:52][CH2:51][NH:50][C:49]1=[O:53].N1CCCC1=O, predict the reaction product. The product is: [NH2:31][C:8]1[C:7]2[N:12]=[C:13]([CH2:19][O:20][CH2:21][CH3:22])[N:14]([CH2:15][CH:16]([CH3:18])[CH3:17])[C:6]=2[C:5]2[N:4]=[CH:3][C:2]([N:50]3[CH2:51][CH2:52][O:48][C:49]3=[O:53])=[CH:11][C:10]=2[N:9]=1. (3) Given the reactants [CH3:1][S:2][C:3]1[N:8]=[C:7]([CH2:9][OH:10])[CH:6]=[CH:5][N:4]=1.[O:11]1[CH:16]=[CH:15][CH2:14][CH2:13][CH2:12]1.C1(C)C=CC(S(O)(=O)=O)=CC=1, predict the reaction product. The product is: [CH3:1][S:2][C:3]1[N:8]=[C:7]([CH2:9][O:10][CH:12]2[CH2:13][CH2:14][CH2:15][CH2:16][O:11]2)[CH:6]=[CH:5][N:4]=1.